The task is: Predict the product of the given reaction.. This data is from Forward reaction prediction with 1.9M reactions from USPTO patents (1976-2016). (1) Given the reactants CS(O[CH2:6][CH2:7][N:8]1[C:16]2[N:15]=[C:14]([NH2:17])[N:13]3[N:18]=[C:19]([C:21]4[O:22][CH:23]=[CH:24][CH:25]=4)[N:20]=[C:12]3[C:11]=2[CH:10]=[CH:9]1)(=O)=O.Cl.[F:27][C:28]1[CH:33]=[C:32]([F:34])[CH:31]=[CH:30][C:29]=1[C:35]([N:37]1[CH2:42][CH2:41][NH:40][CH2:39][CH2:38]1)=[O:36].CCN(C(C)C)C(C)C, predict the reaction product. The product is: [NH2:17][C:14]1[N:13]2[N:18]=[C:19]([C:21]3[O:22][CH:23]=[CH:24][CH:25]=3)[N:20]=[C:12]2[C:11]2[CH:10]=[CH:9][N:8]([CH2:7][CH2:6][N:40]3[CH2:39][CH2:38][N:37]([C:35]([C:29]4[CH:30]=[CH:31][C:32]([F:34])=[CH:33][C:28]=4[F:27])=[O:36])[CH2:42][CH2:41]3)[C:16]=2[N:15]=1. (2) The product is: [CH2:6]1[C:5]2[C:10](=[CH:1][C:2]([C:15]([O:17][CH3:18])=[O:16])=[CH:3][CH:4]=2)[CH2:9][CH2:8][CH:7]1[C:11]([O:13][CH3:14])=[O:12]. Given the reactants [CH:1]1[C:10]2[C:5](=[CH:6][C:7]([C:11]([O:13][CH3:14])=[O:12])=[CH:8][CH:9]=2)[CH:4]=[CH:3][C:2]=1[C:15]([O:17][CH3:18])=[O:16].[H][H], predict the reaction product. (3) Given the reactants C([O:3][C:4]([C:6]1[CH:7]=[C:8]2[C:13](=[CH:14][CH:15]=1)[NH:12][CH:11]([C:16]1[CH:21]=[CH:20][CH:19]=[C:18]([C:22]#[N:23])[CH:17]=1)[CH2:10][C:9]2([CH3:25])[CH3:24])=[O:5])C.[OH-:26].[Na+].O.Cl, predict the reaction product. The product is: [C:22]([C:18]1[CH:17]=[C:16]([CH:11]2[CH2:10][C:9]([CH3:24])([CH3:25])[C:8]3[C:13](=[CH:14][CH:15]=[C:6]([C:4]([OH:3])=[O:5])[CH:7]=3)[NH:12]2)[CH:21]=[CH:20][CH:19]=1)(=[O:26])[NH2:23]. (4) Given the reactants [F:1][C:2]([F:17])([F:16])[C:3]1[CH:4]=[C:5]([CH:13]=[CH:14][CH:15]=1)[C:6]([NH:8][CH2:9][C:10]([OH:12])=O)=[O:7].CN1CCOCC1.ClC(OCC(C)C)=O.[NH2:33][C@H:34]1[CH2:39][CH2:38][C@@H:37]([N:40]([CH:42]([CH3:44])[CH3:43])[CH3:41])[CH2:36][C@H:35]1[CH2:45][OH:46], predict the reaction product. The product is: [OH:46][CH2:45][C@@H:35]1[CH2:36][C@H:37]([N:40]([CH:42]([CH3:43])[CH3:44])[CH3:41])[CH2:38][CH2:39][C@@H:34]1[NH:33][C:10](=[O:12])[CH2:9][NH:8][C:6](=[O:7])[C:5]1[CH:13]=[CH:14][CH:15]=[C:3]([C:2]([F:1])([F:17])[F:16])[CH:4]=1. (5) Given the reactants [CH3:1][CH:2]1[CH2:7][NH:6][C:5]([C:8]2[CH:13]=[CH:12][C:11]([N+:14]([O-:16])=[O:15])=[CH:10][CH:9]=2)=[N:4][CH2:3]1.[C:17](O[C:17]([O:19][C:20]([CH3:23])([CH3:22])[CH3:21])=[O:18])([O:19][C:20]([CH3:23])([CH3:22])[CH3:21])=[O:18], predict the reaction product. The product is: [C:17]([N:4]1[CH2:3][CH:2]([CH3:1])[CH2:7][N:6]=[C:5]1[C:8]1[CH:13]=[CH:12][C:11]([N+:14]([O-:16])=[O:15])=[CH:10][CH:9]=1)([O:19][C:20]([CH3:23])([CH3:22])[CH3:21])=[O:18]. (6) Given the reactants [C:1]1([CH2:7][CH2:8][CH2:9][PH:10](=[O:12])[OH:11])[CH:6]=[CH:5][CH:4]=[CH:3][CH:2]=1.[CH2:13]([O:15][C:16](=[O:34])[C:17]([CH2:19][C:20]1[CH:21]=[N:22][C:23]([NH:26][C:27]([O:29][C:30]([CH3:33])([CH3:32])[CH3:31])=[O:28])=[CH:24][CH:25]=1)=[CH2:18])[CH3:14], predict the reaction product. The product is: [CH2:13]([O:15][C:16](=[O:34])[CH:17]([CH2:19][C:20]1[CH:21]=[N:22][C:23]([NH:26][C:27]([O:29][C:30]([CH3:31])([CH3:33])[CH3:32])=[O:28])=[CH:24][CH:25]=1)[CH2:18][P:10]([OH:11])([CH2:9][CH2:8][CH2:7][C:1]1[CH:6]=[CH:5][CH:4]=[CH:3][CH:2]=1)=[O:12])[CH3:14]. (7) Given the reactants [C:1]1([C:7](=[CH2:21])[C:8]([C:10]2[CH:20]=[CH:19][C:13]3[O:14][CH2:15][C:16](=[O:18])[NH:17][C:12]=3[CH:11]=2)=O)[CH:6]=[CH:5][CH:4]=[CH:3][CH:2]=1.Cl.[F:23][C:24]1[CH:29]=[CH:28][C:27]([NH:30][NH2:31])=[CH:26][CH:25]=1.C(N(CC)CC)C, predict the reaction product. The product is: [F:23][C:24]1[CH:29]=[CH:28][C:27]([N:30]2[CH2:21][CH:7]([C:1]3[CH:6]=[CH:5][CH:4]=[CH:3][CH:2]=3)[C:8]([C:10]3[CH:20]=[CH:19][C:13]4[O:14][CH2:15][C:16](=[O:18])[NH:17][C:12]=4[CH:11]=3)=[N:31]2)=[CH:26][CH:25]=1.